Dataset: Forward reaction prediction with 1.9M reactions from USPTO patents (1976-2016). Task: Predict the product of the given reaction. (1) Given the reactants Cl.[NH:2]([C:4]1[C:5]([NH:13][C:14]2[CH:19]=[CH:18][CH:17]=[CH:16][CH:15]=2)=[N:6][C:7]2[C:8](=[N:10][O:11][N:12]=2)[N:9]=1)[NH2:3].[NH:20]1[C:28]2[C:23](=[CH:24][CH:25]=[CH:26][CH:27]=2)[C:22]([CH:29]=O)=[CH:21]1, predict the reaction product. The product is: [NH:20]1[C:28]2[C:23](=[CH:24][CH:25]=[CH:26][CH:27]=2)[C:22]([CH:29]=[N:3][NH:2][C:4]2[C:5]([NH:13][C:14]3[CH:19]=[CH:18][CH:17]=[CH:16][CH:15]=3)=[N:6][C:7]3[C:8](=[N:10][O:11][N:12]=3)[N:9]=2)=[CH:21]1. (2) Given the reactants [NH2:1][C:2]1[N:7]=[CH:6][C:5]([C:8]2[CH:13]=[CH:12][C:11]([C:14]3([C:17]([OH:19])=[O:18])[CH2:16][CH2:15]3)=[CH:10][CH:9]=2)=[CH:4][N:3]=1.Cl[CH:21]([C:24]1([C:27]2[CH:28]=[C:29]3[C:34](=[CH:35][CH:36]=2)[N:33]=[CH:32][CH:31]=[CH:30]3)[CH2:26][CH2:25]1)[CH:22]=O, predict the reaction product. The product is: [N:33]1[C:34]2[C:29](=[CH:28][C:27]([C:24]3([C:21]4[N:7]5[CH:6]=[C:5]([C:8]6[CH:9]=[CH:10][C:11]([C:14]7([C:17]([OH:19])=[O:18])[CH2:16][CH2:15]7)=[CH:12][CH:13]=6)[CH:4]=[N:3][C:2]5=[N:1][CH:22]=4)[CH2:26][CH2:25]3)=[CH:36][CH:35]=2)[CH:30]=[CH:31][CH:32]=1.